From a dataset of Microsomal clearance measurements from AstraZeneca. Regression/Classification. Given a drug SMILES string, predict its absorption, distribution, metabolism, or excretion properties. Task type varies by dataset: regression for continuous measurements (e.g., permeability, clearance, half-life) or binary classification for categorical outcomes (e.g., BBB penetration, CYP inhibition). For this dataset (clearance_microsome_az), we predict log10(clearance) (log10 of the in vitro intrinsic clearance, CLint, in uL/min per mg of human liver microsomal protein, equivalently mL/min/g; values are censored to the assay range of 3 to 150, which is 0.477 to 2.18 on this log10 scale). (1) The compound is C[C@@H]1CN(Cc2ccc(F)cc2)CCN1C(=O)COc1ccc(Cl)cc1NC(N)=O. The log10(clearance) is 1.32. (2) The molecule is COc1ccc(OC)c(CNC(=O)c2cccnc2Oc2ccccc2)c1. The log10(clearance) is 1.64. (3) The molecule is C[C@H]1CN(Cc2cc(Cl)ccc2OCC(=O)O)CCN1S(=O)(=O)c1ccccc1. The log10(clearance) is 0.700.